This data is from Peptide-MHC class II binding affinity with 134,281 pairs from IEDB. The task is: Regression. Given a peptide amino acid sequence and an MHC pseudo amino acid sequence, predict their binding affinity value. This is MHC class II binding data. (1) The MHC is DRB1_0404 with pseudo-sequence DRB1_0404. The binding affinity (normalized) is 0.703. The peptide sequence is ENLPYLVAYQATVCARAQAP. (2) The peptide sequence is KMLLDNINTPEGIIP. The MHC is DRB1_0405 with pseudo-sequence DRB1_0405. The binding affinity (normalized) is 0.533. (3) The peptide sequence is ALSRVHSMFLGTGGS. The MHC is HLA-DPA10201-DPB10101 with pseudo-sequence HLA-DPA10201-DPB10101. The binding affinity (normalized) is 0.404. (4) The peptide sequence is INLIIHYVDRPGALG. The MHC is DRB3_0202 with pseudo-sequence DRB3_0202. The binding affinity (normalized) is 0.376. (5) The MHC is HLA-DPA10201-DPB10101 with pseudo-sequence HLA-DPA10201-DPB10101. The peptide sequence is KGQKRIKCFNCGKEGHL. The binding affinity (normalized) is 0. (6) The peptide sequence is RKMVYSYTIVSSLGV. The MHC is DRB1_0101 with pseudo-sequence DRB1_0101. The binding affinity (normalized) is 0.928. (7) The peptide sequence is GELQIVDKIDAVFKI. The MHC is DRB1_1101 with pseudo-sequence DRB1_1101. The binding affinity (normalized) is 0.539. (8) The peptide sequence is FSNVYLFAKDKSGPL. The MHC is HLA-DQA10501-DQB10301 with pseudo-sequence HLA-DQA10501-DQB10301. The binding affinity (normalized) is 0.686.